This data is from Reaction yield outcomes from USPTO patents with 853,638 reactions. The task is: Predict the reaction yield, written as a fraction of the theoretical maximum amount of product (1.0 means a 100% yield; for example, 0.34 means a 34% yield). (1) The reactants are [N:1]1([CH2:7][C@@H:8]([NH:15]C(=O)OC(C)(C)C)[C:9]2[CH:14]=[CH:13][CH:12]=[CH:11][CH:10]=2)[CH2:6][CH2:5][O:4][CH2:3][CH2:2]1.[ClH:23]. The catalyst is ClCCl.O1CCOCC1.C(OCC)C. The product is [ClH:23].[ClH:23].[N:1]1([CH2:7][C@H:8]([C:9]2[CH:14]=[CH:13][CH:12]=[CH:11][CH:10]=2)[NH2:15])[CH2:6][CH2:5][O:4][CH2:3][CH2:2]1. The yield is 0.900. (2) The reactants are S(Cl)(Cl)=[O:2].C(N[CH:9]([CH3:11])[CH3:10])(C)C.[CH:12]1([NH:18][CH:19]2[CH2:24][CH2:23][CH2:22][CH2:21][CH2:20]2)[CH2:17][CH2:16][CH2:15][CH2:14][CH2:13]1.C[CH:26]1[CH2:30][CH2:29][CH2:28][O:27]1.[C:31]1([CH3:37])C=CC=C[CH:32]=1. The catalyst is O. The product is [CH:19]1([N:18]([CH:12]2[CH2:13][CH2:14][CH2:15][CH2:16][CH2:17]2)[C:37](=[O:2])/[CH:31]=[CH:32]/[C:10]2[CH:9]=[CH:11][C:28]([O:27][CH3:26])=[CH:29][CH:30]=2)[CH2:20][CH2:21][CH2:22][CH2:23][CH2:24]1. The yield is 0.500. (3) The reactants are [C:1]1([CH2:7][O:8][C:9]2[CH:14]=[CH:13][C:12]([C@@H:15]3[NH:19][C@H:18]([C:20]([O:22]C)=[O:21])[CH2:17][CH2:16]3)=[CH:11][CH:10]=2)[CH:6]=[CH:5][CH:4]=[CH:3][CH:2]=1.CO.[O:26](C(OC(C)(C)C)=O)[C:27]([O:29][C:30]([CH3:33])([CH3:32])[CH3:31])=O. The catalyst is C1COCC1.O. The product is [CH3:31][C:30]([O:29][C:27]([N:19]1[C@@H:15]([C:12]2[CH:11]=[CH:10][C:9]([O:8][CH2:7][C:1]3[CH:2]=[CH:3][CH:4]=[CH:5][CH:6]=3)=[CH:14][CH:13]=2)[CH2:16][CH2:17][C@H:18]1[C:20]([OH:22])=[O:21])=[O:26])([CH3:33])[CH3:32]. The yield is 0.900. (4) The reactants are C(OC(=O)[NH:7][CH2:8][CH2:9][NH:10][C:11]([C:13]1[S:36][C:16]2=[CH:17][CH:18]=[C:19]3[C:24]([N:23]=[C:22]([NH:25][C:26]4[CH:31]=[CH:30][CH:29]=[C:28]([S:32](=[O:35])(=[O:34])[NH2:33])[CH:27]=4)[N:21]=[CH:20]3)=[C:15]2[CH:14]=1)=[O:12])(C)(C)C.C(O)(C(F)(F)F)=O.ClCCl.O.C(O)(C(F)(F)F)=O. No catalyst specified. The product is [NH2:7][CH2:8][CH2:9][NH:10][C:11]([C:13]1[S:36][C:16]2=[CH:17][CH:18]=[C:19]3[C:24]([N:23]=[C:22]([NH:25][C:26]4[CH:31]=[CH:30][CH:29]=[C:28]([S:32](=[O:34])(=[O:35])[NH2:33])[CH:27]=4)[N:21]=[CH:20]3)=[C:15]2[CH:14]=1)=[O:12]. The yield is 0.950. (5) The reactants are [F:1][C:2]([F:22])([F:21])[C:3]([NH:5][C:6]1[CH:11]=[C:10]([CH3:12])[C:9]([C:13]2[CH:18]=[CH:17][N:16]=[CH:15][CH:14]=2)=[CH:8][C:7]=1[O:19][CH3:20])=[O:4].[CH3:23][C:24]([OH:26])=[O:25]. The catalyst is [Pt]=O. The product is [C:24]([OH:26])(=[O:25])[CH3:23].[F:22][C:2]([F:1])([F:21])[C:3]([NH:5][C:6]1[CH:11]=[C:10]([CH3:12])[C:9]([CH:13]2[CH2:18][CH2:17][NH:16][CH2:15][CH2:14]2)=[CH:8][C:7]=1[O:19][CH3:20])=[O:4]. The yield is 0.980. (6) The reactants are Cl.C[CH:3]([CH2:8][N:9]1[CH2:14][CH2:13][CH2:12][CH2:11]C1)[CH2:4][C:5]([OH:7])=O.C1N=CN(C(N2C=NC=C2)=O)C=1.[F:27][C:28]1[C:32]([C:33]2[CH:34]=[N:35][C:36]([CH3:39])=[CH:37][CH:38]=2)=[N:31][NH:30][C:29]=1[NH2:40].Cl.CO. The catalyst is ClCCCl. The product is [F:27][C:28]1[C:32]([C:33]2[CH:34]=[N:35][C:36]([CH3:39])=[CH:37][CH:38]=2)=[N:31][NH:30][C:29]=1[NH:40][C:5](=[O:7])[CH2:4][CH2:3][CH2:8][N:9]1[CH2:14][CH2:13][CH2:12][CH2:11]1. The yield is 0.0900. (7) The reactants are C[O:2][C:3](=O)[NH:4][CH2:5][C:6]([C:9]1[CH:14]=[CH:13][CH:12]=[C:11]([Cl:15])[CH:10]=1)([CH3:8])[CH3:7].N. No catalyst specified. The product is [Cl:15][C:11]1[CH:10]=[C:9]2[C:14](=[CH:13][CH:12]=1)[C:3](=[O:2])[NH:4][CH2:5][C:6]2([CH3:8])[CH3:7]. The yield is 0.200. (8) The reactants are [N:1]1[C:9]2[C:4](=[N:5][CH:6]=[CH:7][CH:8]=2)[S:3][C:2]=1[C:10]1[CH:16]=[CH:15][CH:14]=[CH:13][C:11]=1[NH2:12].C(N(CC)C(C)C)(C)C.[Cl:26][C:27]1[N:32]=[C:31]([C:33]2[CH:38]=[CH:37][CH:36]=[CH:35][CH:34]=2)[N:30]=[C:29]([C:39](Cl)=[O:40])[CH:28]=1. The catalyst is C(Cl)(Cl)Cl. The product is [Cl:26][C:27]1[N:32]=[C:31]([C:33]2[CH:38]=[CH:37][CH:36]=[CH:35][CH:34]=2)[N:30]=[C:29]([C:39]([NH:12][C:11]2[CH:13]=[CH:14][CH:15]=[CH:16][C:10]=2[C:2]2[S:3][C:4]3[C:9]([N:1]=2)=[CH:8][CH:7]=[CH:6][N:5]=3)=[O:40])[CH:28]=1. The yield is 0.780.